This data is from NCI-60 drug combinations with 297,098 pairs across 59 cell lines. The task is: Regression. Given two drug SMILES strings and cell line genomic features, predict the synergy score measuring deviation from expected non-interaction effect. (1) Drug 1: CN1CCC(CC1)COC2=C(C=C3C(=C2)N=CN=C3NC4=C(C=C(C=C4)Br)F)OC. Drug 2: C1=CC(=CC=C1CC(C(=O)O)N)N(CCCl)CCCl.Cl. Cell line: UACC-257. Synergy scores: CSS=2.87, Synergy_ZIP=-0.589, Synergy_Bliss=-3.83, Synergy_Loewe=-9.81, Synergy_HSA=-7.49. (2) Drug 1: COC1=C(C=C2C(=C1)N=CN=C2NC3=CC(=C(C=C3)F)Cl)OCCCN4CCOCC4. Drug 2: C1=CC=C(C=C1)NC(=O)CCCCCCC(=O)NO. Cell line: MDA-MB-231. Synergy scores: CSS=14.3, Synergy_ZIP=7.69, Synergy_Bliss=11.2, Synergy_Loewe=12.6, Synergy_HSA=13.0. (3) Cell line: UACC-257. Drug 2: CC1=CC=C(C=C1)C2=CC(=NN2C3=CC=C(C=C3)S(=O)(=O)N)C(F)(F)F. Synergy scores: CSS=15.3, Synergy_ZIP=-3.06, Synergy_Bliss=1.33, Synergy_Loewe=-3.18, Synergy_HSA=1.88. Drug 1: COC1=C(C=C2C(=C1)N=CN=C2NC3=CC(=C(C=C3)F)Cl)OCCCN4CCOCC4. (4) Drug 1: C1=CC(=CC=C1CC(C(=O)O)N)N(CCCl)CCCl.Cl. Drug 2: CN1C2=C(C=C(C=C2)N(CCCl)CCCl)N=C1CCCC(=O)O.Cl. Cell line: MDA-MB-231. Synergy scores: CSS=8.62, Synergy_ZIP=-6.43, Synergy_Bliss=-5.43, Synergy_Loewe=-6.01, Synergy_HSA=-4.68. (5) Drug 1: C1=CC(=CC=C1C#N)C(C2=CC=C(C=C2)C#N)N3C=NC=N3. Drug 2: C1CC(=O)NC(=O)C1N2C(=O)C3=CC=CC=C3C2=O. Cell line: MCF7. Synergy scores: CSS=3.90, Synergy_ZIP=-0.535, Synergy_Bliss=-1.56, Synergy_Loewe=-0.665, Synergy_HSA=-0.677.